From a dataset of Forward reaction prediction with 1.9M reactions from USPTO patents (1976-2016). Predict the product of the given reaction. The product is: [Br:1][C:2]1[C:10]2[CH2:9][C@H:8]3[O:27][C@H:7]3[C:6]=2[CH:5]=[C:4]([F:11])[CH:3]=1. Given the reactants [Br:1][C:2]1[CH:3]=[C:4]([F:11])[CH:5]=[C:6]2[C:10]=1[CH2:9][CH:8]=[CH:7]2.C1(CCCC2C=C[N+]([O-:27])=CC=2)C=CC=CC=1.Cl[O-].[Na+], predict the reaction product.